From a dataset of Reaction yield outcomes from USPTO patents with 853,638 reactions. Predict the reaction yield, written as a fraction of the theoretical maximum amount of product (1.0 means a 100% yield; for example, 0.34 means a 34% yield). (1) The reactants are [Cl:1][C:2]1[N:3]=[C:4]([C:9]([NH:11][C@H:12]2[CH2:17][CH2:16][N:15]([C:18]3[S:19][C:20]([C:26]([O:28][CH2:29][CH3:30])=[O:27])=[C:21]([C:23](O)=[O:24])[N:22]=3)[CH2:14][C@H:13]2[O:31][CH2:32][CH3:33])=[O:10])[NH:5][C:6]=1[CH2:7][CH3:8].[CH:34]([NH2:37])([CH3:36])[CH3:35].CCN=C=NCCCN(C)C.Cl.ON1C2C=CC=CC=2N=N1. No catalyst specified. The product is [Cl:1][C:2]1[N:3]=[C:4]([C:9]([NH:11][C@H:12]2[CH2:17][CH2:16][N:15]([C:18]3[S:19][C:20]([C:26]([O:28][CH2:29][CH3:30])=[O:27])=[C:21]([C:23](=[O:24])[NH:37][CH:34]([CH3:36])[CH3:35])[N:22]=3)[CH2:14][C@H:13]2[O:31][CH2:32][CH3:33])=[O:10])[NH:5][C:6]=1[CH2:7][CH3:8]. The yield is 0.740. (2) The reactants are [Br:1][C:2]1[CH:3]=[C:4]([C:16]([O:18][CH3:19])=[O:17])[C:5]2[C:6]([CH:14]=O)=[CH:7][N:8]([CH:11]([CH3:13])[CH3:12])[C:9]=2[CH:10]=1.C1(C)C=CC(S(=O)=O)=CC=1.S1(CCCC1)(=O)=O.C([BH3-])#N.[Na+]. The catalyst is CN(C=O)C.O. The product is [Br:1][C:2]1[CH:3]=[C:4]([C:16]([O:18][CH3:19])=[O:17])[C:5]2[C:6]([CH3:14])=[CH:7][N:8]([CH:11]([CH3:12])[CH3:13])[C:9]=2[CH:10]=1. The yield is 0.892. (3) The reactants are [CH3:1][NH:2][C:3](=[O:12])[C:4]1[CH:9]=[CH:8][C:7]([NH2:10])=[CH:6][C:5]=1[F:11].[C:13]1(=O)[CH2:17][CH2:16][CH2:15][CH2:14]1.[Si]([C:23]#[N:24])(C)(C)C. The catalyst is C(OCC)(=O)C. The product is [CH3:1][NH:2][C:3](=[O:12])[C:4]1[CH:9]=[CH:8][C:7]([NH:10][C:13]2([C:23]#[N:24])[CH2:17][CH2:16][CH2:15][CH2:14]2)=[CH:6][C:5]=1[F:11]. The yield is 0.630. (4) The reactants are [C:1]([O:7][CH2:8][C@H:9]([C:15]1[C:37]([CH3:38])=[CH:36][C:18]2[N:19]=[C:20]([C:22]3[CH:27]=[CH:26][CH:25]=[C:24]([O:28]CC4C=CC=CC=4)[CH:23]=3)[S:21][C:17]=2[C:16]=1[C:39]1[CH:44]=[CH:43][C:42]([Cl:45])=[CH:41][CH:40]=1)[O:10][C:11]([CH3:14])([CH3:13])[CH3:12])(=[O:6])[C:2]([CH3:5])([CH3:4])[CH3:3].[H][H].N1C=CC=CC=1.[O:54](S(C(F)(F)F)(=O)=O)[S:55]([C:58]([F:61])([F:60])[F:59])(=O)=[O:56]. The catalyst is CCO.CCOC(C)=O.[Pd]. The product is [C:1]([O:7][CH2:8][C@@H:9]([O:10][C:11]([CH3:14])([CH3:13])[CH3:12])[C:15]1[C:37]([CH3:38])=[CH:36][C:18]2[N:19]=[C:20]([C:22]3[CH:27]=[CH:26][CH:25]=[C:24]([O:28][S:55]([C:58]([F:61])([F:60])[F:59])(=[O:56])=[O:54])[CH:23]=3)[S:21][C:17]=2[C:16]=1[C:39]1[CH:40]=[CH:41][C:42]([Cl:45])=[CH:43][CH:44]=1)(=[O:6])[C:2]([CH3:4])([CH3:3])[CH3:5]. The yield is 0.820. (5) The reactants are [C:1]([C:3]1[CH:4]=[C:5]([CH:10]=[CH:11][C:12]=1[CH2:13][N:14]1[CH2:19][CH2:18][CH:17]([CH2:20][N:21]([C@@H:28]2[CH2:30][C@H:29]2[C:31]2[CH:36]=[CH:35][CH:34]=[CH:33][CH:32]=2)C(=O)C(F)(F)F)[CH2:16][CH2:15]1)[C:6]([O:8]C)=[O:7])#[N:2].[OH-].[K+:38]. The catalyst is CO.O. The yield is 1.07. The product is [C:1]([C:3]1[CH:4]=[C:5]([CH:10]=[CH:11][C:12]=1[CH2:13][N:14]1[CH2:19][CH2:18][CH:17]([CH2:20][NH:21][C@@H:28]2[CH2:30][C@H:29]2[C:31]2[CH:36]=[CH:35][CH:34]=[CH:33][CH:32]=2)[CH2:16][CH2:15]1)[C:6]([O-:8])=[O:7])#[N:2].[K+:38]. (6) The reactants are [CH2:1]([N:4]([CH2:15][CH:16]=O)[C:5](=[O:14])[O:6][CH2:7][C:8]1[CH:13]=[CH:12][CH:11]=[CH:10][CH:9]=1)[CH:2]=[CH2:3].Cl.[NH2:19][OH:20].O.O.O.C([O-])(=O)C.[Na+]. The catalyst is C(#N)C.O. The product is [CH2:1]([N:4]([CH2:15][CH:16]=[N:19][OH:20])[C:5](=[O:14])[O:6][CH2:7][C:8]1[CH:13]=[CH:12][CH:11]=[CH:10][CH:9]=1)[CH:2]=[CH2:3]. The yield is 0.900.